Dataset: Forward reaction prediction with 1.9M reactions from USPTO patents (1976-2016). Task: Predict the product of the given reaction. (1) Given the reactants [C:1]([O:4][C@H:5]1[C@H:9]([O:10][C:11](=[O:13])[CH3:12])[C@@H:8]([CH2:14][O:15][C:16](=[O:18])[CH3:17])[O:7][C@H:6]1[N:19]1[CH:24]=[CH:23][C:22](=[O:25])[NH:21][C:20]1=[O:26])(=[O:3])[CH3:2].[I:27]I.C(OCC)(=O)C.S(=O)(=O)(O)[O-].[Na+], predict the reaction product. The product is: [C:1]([O:4][C@H:5]1[C@H:9]([O:10][C:11](=[O:13])[CH3:12])[C@@H:8]([CH2:14][O:15][C:16](=[O:18])[CH3:17])[O:7][C@H:6]1[N:19]1[CH:24]=[C:23]([I:27])[C:22](=[O:25])[NH:21][C:20]1=[O:26])(=[O:3])[CH3:2]. (2) Given the reactants [NH:1]1[CH:5]=[C:4]([C:6]2[CH:22]=[CH:21][C:9]3[C:10]4[N:11]=[C:12]([C:18]([OH:20])=O)[S:13][C:14]=4[CH2:15][CH2:16][O:17][C:8]=3[CH:7]=2)[CH:3]=[N:2]1.[F:23][C:24]([F:32])([F:31])[C@@H:25]1[CH2:30][CH2:29][CH2:28][NH:27][CH2:26]1, predict the reaction product. The product is: [NH:1]1[CH:5]=[C:4]([C:6]2[CH:22]=[CH:21][C:9]3[C:10]4[N:11]=[C:12]([C:18]([N:27]5[CH2:28][CH2:29][CH2:30][C@@H:25]([C:24]([F:32])([F:31])[F:23])[CH2:26]5)=[O:20])[S:13][C:14]=4[CH2:15][CH2:16][O:17][C:8]=3[CH:7]=2)[CH:3]=[N:2]1. (3) Given the reactants [CH3:1][O:2][C:3](=[O:32])[CH2:4][C:5]1[CH:6]=[C:7]([C:13]2[CH:18]=[CH:17][C:16]([C:19]([F:22])([F:21])[F:20])=[CH:15][C:14]=2[CH2:23][NH:24][C:25]2[CH:30]=[CH:29][CH:28]=[CH:27][C:26]=2[OH:31])[C:8]([O:11][CH3:12])=[CH:9][CH:10]=1.[C:33](Cl)(Cl)=[O:34], predict the reaction product. The product is: [CH3:1][O:2][C:3](=[O:32])[CH2:4][C:5]1[CH:6]=[C:7]([C:13]2[CH:18]=[CH:17][C:16]([C:19]([F:22])([F:21])[F:20])=[CH:15][C:14]=2[CH2:23][N:24]2[C:25]3[CH:30]=[CH:29][CH:28]=[CH:27][C:26]=3[O:31][C:33]2=[O:34])[C:8]([O:11][CH3:12])=[CH:9][CH:10]=1. (4) Given the reactants [F:1][C:2]1[CH:10]=[C:9]([CH3:11])[C:5]([C:6]([OH:8])=O)=[CH:4][N:3]=1.[CH3:12][C:13]1[CH:18]=[C:17]([CH3:19])[CH:16]=[CH:15][C:14]=1[N:20]1[CH2:25][CH2:24][NH:23][CH2:22][CH2:21]1, predict the reaction product. The product is: [CH3:12][C:13]1[CH:18]=[C:17]([CH3:19])[CH:16]=[CH:15][C:14]=1[N:20]1[CH2:21][CH2:22][N:23]([C:6]([C:5]2[CH:4]=[N:3][C:2]([F:1])=[CH:10][C:9]=2[CH3:11])=[O:8])[CH2:24][CH2:25]1. (5) Given the reactants [F:1][C:2]1[CH:7]=[CH:6][C:5]([CH:8]2[CH2:13][CH2:12][N:11]([C:14]([O:16][CH2:17][CH2:18][Si:19]([CH3:22])([CH3:21])[CH3:20])=[O:15])[CH2:10][CH:9]2[O:23][CH2:24][C:25]2[CH:34]=[C:33]([O:35]COCC[Si](C)(C)C)[C:32]3[C:27](=[CH:28][CH:29]=[CH:30][CH:31]=3)[CH:26]=2)=[CH:4][CH:3]=1.Cl, predict the reaction product. The product is: [F:1][C:2]1[CH:7]=[CH:6][C:5]([CH:8]2[CH2:13][CH2:12][N:11]([C:14]([O:16][CH2:17][CH2:18][Si:19]([CH3:21])([CH3:22])[CH3:20])=[O:15])[CH2:10][CH:9]2[O:23][CH2:24][C:25]2[CH:34]=[C:33]([OH:35])[C:32]3[C:27](=[CH:28][CH:29]=[CH:30][CH:31]=3)[CH:26]=2)=[CH:4][CH:3]=1. (6) Given the reactants [OH:1][CH2:2][C:3]1[CH:8]=[CH:7][C:6](B(O)O)=[CH:5][CH:4]=1.I[C:13]1[N:18]=[C:17]([NH2:19])[N:16]=[C:15]([NH:20][CH3:21])[CH:14]=1, predict the reaction product. The product is: [NH2:19][C:17]1[N:18]=[C:13]([C:6]2[CH:7]=[CH:8][C:3]([CH2:2][OH:1])=[CH:4][CH:5]=2)[CH:14]=[C:15]([NH:20][CH3:21])[N:16]=1. (7) Given the reactants Cl.Cl.[C:3]([C:7]1[CH:12]=[CH:11][CH:10]=[CH:9][C:8]=1[N:13]1[CH2:18][CH2:17][NH:16][CH2:15][CH2:14]1)([CH3:6])([CH3:5])[CH3:4].[NH:19]1[CH:23]=[N:22][C:21]([C:24](O)=[O:25])=[N:20]1.C(N(CC)CC)C.CCN=C=NCCCN(C)C.C1C=CC2N(O)N=NC=2C=1, predict the reaction product. The product is: [C:3]([C:7]1[CH:12]=[CH:11][CH:10]=[CH:9][C:8]=1[N:13]1[CH2:18][CH2:17][N:16]([C:24]([C:21]2[N:22]=[CH:23][NH:19][N:20]=2)=[O:25])[CH2:15][CH2:14]1)([CH3:6])([CH3:4])[CH3:5]. (8) Given the reactants [CH3:1][O:2][C@@H:3]([C@@H:21]1[CH2:25][CH2:24][CH2:23][N:22]1[C:26](=[O:45])[CH2:27][C@@H:28]([O:43][CH3:44])[C@@H:29]([N:34]([CH3:42])[C:35](=[O:41])[C@H:36]([CH:38]([CH3:40])[CH3:39])[NH2:37])[C@@H:30]([CH3:33])[CH2:31][CH3:32])[C@@H:4]([CH3:20])[C:5]([NH:7][C@H:8]([C:16]([O:18][CH3:19])=[O:17])[CH2:9][C:10]1[CH:15]=[CH:14][CH:13]=[CH:12][CH:11]=1)=[O:6].C1C2C(COC([NH:63][C@@:64]([C:68](O)=[O:69])([CH3:67])[CH2:65][CH3:66])=O)C3C(=CC=CC=3)C=2C=CC=1.CCN(C(C)C)C(C)C.CN(C(ON1N=NC2C=CC=NC1=2)=[N+](C)C)C.F[P-](F)(F)(F)(F)F.C(NCC)C, predict the reaction product. The product is: [NH2:63][C@@:64]([C:68]([NH:37][C@H:36]([C:35]([N:34]([C@@H:29]([C@@H:30]([CH3:33])[CH2:31][CH3:32])[C@H:28]([O:43][CH3:44])[CH2:27][C:26]([N:22]1[CH2:23][CH2:24][CH2:25][C@H:21]1[C@H:3]([O:2][CH3:1])[C@@H:4]([CH3:20])[C:5]([NH:7][C@@H:8]([CH2:9][C:10]1[CH:11]=[CH:12][CH:13]=[CH:14][CH:15]=1)[C:16]([O:18][CH3:19])=[O:17])=[O:6])=[O:45])[CH3:42])=[O:41])[CH:38]([CH3:39])[CH3:40])=[O:69])([CH3:67])[CH2:65][CH3:66]. (9) Given the reactants [F:1][C:2]([F:10])([F:9])[CH:3]([CH3:8])[CH2:4][C:5](O)=[O:6].Cl.[CH3:12][N:13]1[CH2:18][CH2:17][N:16]([C:19]2[CH:24]=[C:23]([C:25]3[CH:34]=[C:33]4[C:28]([CH2:29][CH2:30][NH:31][CH2:32]4)=[CH:27][CH:26]=3)[N:22]=[C:21]([NH2:35])[N:20]=2)[CH2:15][CH2:14]1, predict the reaction product. The product is: [CH3:12][N:13]1[CH2:14][CH2:15][N:16]([C:19]2[CH:24]=[C:23]([C:25]3[CH:34]=[C:33]4[C:28]([CH2:29][CH2:30][N:31]([C:5](=[O:6])[CH2:4][CH:3]([CH3:8])[C:2]([F:10])([F:9])[F:1])[CH2:32]4)=[CH:27][CH:26]=3)[N:22]=[C:21]([NH2:35])[N:20]=2)[CH2:17][CH2:18]1.